Dataset: Forward reaction prediction with 1.9M reactions from USPTO patents (1976-2016). Task: Predict the product of the given reaction. Given the reactants Cl[C:2]1[N:11]=[C:10]([NH:12][CH2:13][C:14]2[CH:19]=[CH:18][CH:17]=[CH:16][N:15]=2)[C:9]2[C:4](=[CH:5][CH:6]=[CH:7][C:8]=2[C:20]2[CH:25]=[CH:24][CH:23]=[CH:22][CH:21]=2)[N:3]=1.[CH3:26][O:27][C:28]1[N:33]=[CH:32][C:31](B(O)O)=[CH:30][N:29]=1.C(=O)([O-])[O-].[K+].[K+], predict the reaction product. The product is: [CH3:26][O:27][C:28]1[N:33]=[CH:32][C:31]([C:2]2[N:11]=[C:10]([NH:12][CH2:13][C:14]3[CH:19]=[CH:18][CH:17]=[CH:16][N:15]=3)[C:9]3[C:4](=[CH:5][CH:6]=[CH:7][C:8]=3[C:20]3[CH:25]=[CH:24][CH:23]=[CH:22][CH:21]=3)[N:3]=2)=[CH:30][N:29]=1.